This data is from Peptide-MHC class II binding affinity with 134,281 pairs from IEDB. The task is: Regression. Given a peptide amino acid sequence and an MHC pseudo amino acid sequence, predict their binding affinity value. This is MHC class II binding data. The peptide sequence is AEAPASAAAPEEQVQ. The MHC is DRB1_0701 with pseudo-sequence DRB1_0701. The binding affinity (normalized) is 0.